This data is from Full USPTO retrosynthesis dataset with 1.9M reactions from patents (1976-2016). The task is: Predict the reactants needed to synthesize the given product. (1) Given the product [CH3:1][O:2][C:3]1[CH:8]=[CH:7][N:6]2[C:9]([CH:19]=[O:20])=[CH:10][N:11]=[C:5]2[CH:4]=1, predict the reactants needed to synthesize it. The reactants are: [CH3:1][O:2][C:3]1[CH:8]=[CH:7][N:6]2[CH:9]=[CH:10][N:11]=[C:5]2[CH:4]=1.O=P(Cl)(Cl)Cl.CN(C)[CH:19]=[O:20]. (2) Given the product [C:36]([O:40][C:41]([N:43]([C:48]1[CH:49]=[C:50]([CH:54]=[CH:55][C:56]=1[O:57][CH2:58][CH:59]1[CH2:60][CH2:61]1)[C:51]([N:15]1[CH2:16][CH2:17][CH2:18][C@H:14]1[C:12]([O:11][C@H:10]([C:19]1[CH:24]=[CH:23][C:22]([O:25][CH:26]([F:28])[F:27])=[C:21]([O:29][CH2:30][CH:31]2[CH2:33][CH2:32]2)[CH:20]=1)[CH2:9][C:8]1[C:7]([Cl:34])=[CH:6][N+:5]([O-:35])=[CH:4][C:3]=1[Cl:2])=[O:13])=[O:52])[S:44]([CH3:47])(=[O:46])=[O:45])=[O:42])([CH3:39])([CH3:37])[CH3:38], predict the reactants needed to synthesize it. The reactants are: Cl.[Cl:2][C:3]1[CH:4]=[N+:5]([O-:35])[CH:6]=[C:7]([Cl:34])[C:8]=1[CH2:9][C@@H:10]([C:19]1[CH:24]=[CH:23][C:22]([O:25][CH:26]([F:28])[F:27])=[C:21]([O:29][CH2:30][CH:31]2[CH2:33][CH2:32]2)[CH:20]=1)[O:11][C:12]([C@@H:14]1[CH2:18][CH2:17][CH2:16][NH:15]1)=[O:13].[C:36]([O:40][C:41]([N:43]([C:48]1[CH:49]=[C:50]([CH:54]=[CH:55][C:56]=1[O:57][CH2:58][CH:59]1[CH2:61][CH2:60]1)[C:51](O)=[O:52])[S:44]([CH3:47])(=[O:46])=[O:45])=[O:42])([CH3:39])([CH3:38])[CH3:37].C(Cl)CCl. (3) Given the product [CH3:20][N:18]1[CH:17]=[C:5]2[C:6]([O:8][C@@H:9]([C@@H:11]3[CH2:12][C:13](=[O:16])[NH:14][CH2:15]3)[CH3:10])=[N:7][C:2]([C:29]3[CH:30]=[N:31][N:32]([CH:34]4[CH2:35][CH2:36][N:37]([C:40]([O:42][C:43]([CH3:46])([CH3:45])[CH3:44])=[O:41])[CH2:38][CH2:39]4)[CH:33]=3)=[CH:3][C:4]2=[N:19]1, predict the reactants needed to synthesize it. The reactants are: Cl[C:2]1[N:7]=[C:6]([O:8][C@@H:9]([C@H:11]2[CH2:15][NH:14][C:13](=[O:16])[CH2:12]2)[CH3:10])[C:5]2=[CH:17][N:18]([CH3:20])[N:19]=[C:4]2[CH:3]=1.CC1(C)C(C)(C)OB([C:29]2[CH:30]=[N:31][N:32]([CH:34]3[CH2:39][CH2:38][N:37]([C:40]([O:42][C:43]([CH3:46])([CH3:45])[CH3:44])=[O:41])[CH2:36][CH2:35]3)[CH:33]=2)O1.C(=O)([O-])[O-].[Na+].[Na+]. (4) The reactants are: [ClH:1].[CH3:2][C:3]1[C:4](=[O:19])[N:5]([CH:13]2[CH2:18][CH2:17][NH:16][CH2:15][CH2:14]2)[CH:6]=[CH:7][C:8]=1[C:9]([O:11][CH3:12])=[O:10].[CH:20]1([C:23]2[C:28]([C:29]3[CH:34]=[CH:33][C:32]([F:35])=[CH:31][CH:30]=3)=[C:27]([F:36])[C:26]([O:37][CH:38]([CH3:40])[CH3:39])=[C:25]([CH:41]=O)[CH:24]=2)[CH2:22][CH2:21]1.[Na].C(=O)([O-])O.[Na+]. Given the product [ClH:1].[CH:20]1([C:23]2[C:28]([C:29]3[CH:34]=[CH:33][C:32]([F:35])=[CH:31][CH:30]=3)=[C:27]([F:36])[C:26]([O:37][CH:38]([CH3:39])[CH3:40])=[C:25]([CH2:41][N:16]3[CH2:15][CH2:14][CH:13]([N:5]4[CH:6]=[CH:7][C:8]([C:9]([O:11][CH3:12])=[O:10])=[C:3]([CH3:2])[C:4]4=[O:19])[CH2:18][CH2:17]3)[CH:24]=2)[CH2:22][CH2:21]1, predict the reactants needed to synthesize it. (5) Given the product [F:23][C:24]1[CH:25]=[C:26]([CH:34]=[CH:35][CH:36]=1)[C:27]([NH:29][N:30]([C:20](=[O:21])/[CH:19]=[CH:18]/[C:10]1[C:11]2[C:16](=[CH:15][C:14]([CH3:17])=[CH:13][CH:12]=2)[N:8]([C:6]([O:5][C:1]([CH3:2])([CH3:3])[CH3:4])=[O:7])[CH:9]=1)[CH:31]([CH3:33])[CH3:32])=[O:28], predict the reactants needed to synthesize it. The reactants are: [C:1]([O:5][C:6]([N:8]1[C:16]2[C:11](=[CH:12][CH:13]=[C:14]([CH3:17])[CH:15]=2)[C:10]([CH:18]=[CH:19][C:20](O)=[O:21])=[CH:9]1)=[O:7])([CH3:4])([CH3:3])[CH3:2].[F:23][C:24]1[CH:25]=[C:26]([CH:34]=[CH:35][CH:36]=1)[C:27]([NH:29][NH:30][CH:31]([CH3:33])[CH3:32])=[O:28].CN(C(ON1N=NC2C=CC=NC1=2)=[N+](C)C)C.F[P-](F)(F)(F)(F)F.C(N(CC)C(C)C)(C)C. (6) Given the product [Cl:12][C:8]1[CH:9]=[C:10]([NH:15][CH3:14])[C:5]([C:4]([O:3][CH2:1][CH3:2])=[O:13])=[CH:6][N:7]=1, predict the reactants needed to synthesize it. The reactants are: [CH2:1]([O:3][C:4](=[O:13])[C:5]1[C:10](Cl)=[CH:9][C:8]([Cl:12])=[N:7][CH:6]=1)[CH3:2].[CH3:14][NH2:15].O.